This data is from Reaction yield outcomes from USPTO patents with 853,638 reactions. The task is: Predict the reaction yield, written as a fraction of the theoretical maximum amount of product (1.0 means a 100% yield; for example, 0.34 means a 34% yield). (1) The reactants are [OH:1][C:2]1[CH:7]=[CH:6][C:5]([N:8]2[C:12]([CH3:14])([CH3:13])[C:11](=[O:15])[N:10]([C:16]3[CH:23]=[CH:22][C:19]([C:20]#[N:21])=[C:18]([C:24]([F:27])([F:26])[F:25])[CH:17]=3)[C:9]2=[S:28])=[CH:4][CH:3]=1.O[CH2:30][C:31]1([NH:34][C:35](=[O:41])[O:36][C:37]([CH3:40])([CH3:39])[CH3:38])[CH2:33][CH2:32]1.C1(P(C2C=CC=CC=2)C2C=CC=CC=2)C=CC=CC=1.N(C(OC(C)C)=O)=NC(OC(C)C)=O. The catalyst is ClCCl. The product is [C:20]([C:19]1[CH:22]=[CH:23][C:16]([N:10]2[C:11](=[O:15])[C:12]([CH3:14])([CH3:13])[N:8]([C:5]3[CH:4]=[CH:3][C:2]([O:1][CH2:30][C:31]4([NH:34][C:35](=[O:41])[O:36][C:37]([CH3:40])([CH3:39])[CH3:38])[CH2:32][CH2:33]4)=[CH:7][CH:6]=3)[C:9]2=[S:28])=[CH:17][C:18]=1[C:24]([F:26])([F:27])[F:25])#[N:21]. The yield is 0.352. (2) The reactants are [CH:1]1([N:6]2[C:11]3[N:12]=[C:13]([S:16][CH3:17])[N:14]=[CH:15][C:10]=3[C:9]([CH3:18])=[C:8]([I:19])[C:7]2=[O:20])[CH2:5][CH2:4][CH2:3][CH2:2]1.C1(S(N2C(C3C=CC=CC=3)O2)(=O)=[O:28])C=CC=CC=1. The catalyst is ClCCl. The product is [CH:1]1([N:6]2[C:11]3[N:12]=[C:13]([S:16]([CH3:17])=[O:28])[N:14]=[CH:15][C:10]=3[C:9]([CH3:18])=[C:8]([I:19])[C:7]2=[O:20])[CH2:2][CH2:3][CH2:4][CH2:5]1. The yield is 0.740. (3) The reactants are C(OC([N:8]1[CH2:13][CH2:12][N:11]([C:14]([C:16]2[N:17]=[C:18]([C:47]([F:50])([F:49])[F:48])[N:19]3[CH2:24][CH2:23][N:22]([C:25](=[O:46])[CH2:26][C@H:27]([NH:38]C(OC(C)(C)C)=O)[CH2:28][C:29]4[CH:34]=[C:33]([F:35])[C:32]([F:36])=[CH:31][C:30]=4[F:37])[CH2:21][C:20]=23)=[O:15])[CH2:10][CH2:9]1)=O)(C)(C)C.[ClH:51]. The catalyst is CO. The product is [ClH:51].[ClH:51].[NH2:38][C@H:27]([CH2:28][C:29]1[CH:34]=[C:33]([F:35])[C:32]([F:36])=[CH:31][C:30]=1[F:37])[CH2:26][C:25]([N:22]1[CH2:23][CH2:24][N:19]2[C:18]([C:47]([F:48])([F:50])[F:49])=[N:17][C:16]([C:14]([N:11]3[CH2:12][CH2:13][NH:8][CH2:9][CH2:10]3)=[O:15])=[C:20]2[CH2:21]1)=[O:46]. The yield is 0.940. (4) The reactants are O=[C:2]([C:15]1[CH:20]=[CH:19][CH:18]=[CH:17][CH:16]=1)[CH2:3][CH:4]1[C:13]2[C:8](=[CH:9][CH:10]=[CH:11][CH:12]=2)[CH2:7][CH2:6][C:5]1=O.[NH2:21][C:22]1[CH:30]=[C:26]([C:27]([OH:29])=[O:28])[C:25]([OH:31])=[CH:24][CH:23]=1. The yield is 0.500. The product is [OH:31][C:25]1[CH:24]=[CH:23][C:22]([N:21]2[C:5]3[CH2:6][CH2:7][C:8]4[CH:9]=[CH:10][CH:11]=[CH:12][C:13]=4[C:4]=3[CH:3]=[C:2]2[C:15]2[CH:20]=[CH:19][CH:18]=[CH:17][CH:16]=2)=[CH:30][C:26]=1[CH:27]([OH:29])[OH:28]. The catalyst is C(O)(=O)C. (5) The reactants are [Cl:1][C:2]1[CH:43]=[CH:42][C:5]([CH2:6][N:7]2[C:15]3[C:14](=[O:16])[N:13]([CH2:17][CH2:18][CH2:19][O:20][CH:21]4[CH2:26][CH2:25][CH2:24][CH2:23][O:22]4)[C:12](=[O:27])[N:11]([CH3:28])[C:10]=3[N:9]=[C:8]2[S:29][CH2:30][C:31]2[CH:36]=[CH:35][CH:34]=[C:33]([O:37][C:38]([F:41])([F:40])[F:39])[CH:32]=2)=[CH:4][CH:3]=1.[OH:44]OS([O-])=O.[K+]. The catalyst is C1COCC1.O. The product is [Cl:1][C:2]1[CH:43]=[CH:42][C:5]([CH2:6][N:7]2[C:15]3[C:14](=[O:16])[N:13]([CH2:17][CH2:18][CH2:19][O:20][CH:21]4[CH2:26][CH2:25][CH2:24][CH2:23][O:22]4)[C:12](=[O:27])[N:11]([CH3:28])[C:10]=3[N:9]=[C:8]2[S:29]([CH2:30][C:31]2[CH:36]=[CH:35][CH:34]=[C:33]([O:37][C:38]([F:41])([F:40])[F:39])[CH:32]=2)=[O:44])=[CH:4][CH:3]=1. The yield is 0.976. (6) The reactants are [C:1](=[O:4])(O)[OH:2].ClC=C(Cl)Cl.ClC=C(Cl)Cl.[NH2:15][C:16]1[CH:21]=[CH:20][CH:19]=[CH:18][C:17]=1O.C(N(CC)CC)C. The catalyst is ClCCl.O.C(O)C. The product is [O:2]1[C:17]2[CH:18]=[CH:19][CH:20]=[CH:21][C:16]=2[NH:15][C:1]1=[O:4]. The yield is 0.480. (7) The catalyst is O.O1CCCC1. The yield is 0.860. The product is [Cl:38][C:24]1[C:23]([CH3:39])=[C:22]([C:18]2[CH:19]=[CH:20][CH:21]=[C:16]([CH2:15][O:14][C:12]3[CH:11]=[CH:10][C:9]4[C@H:5]([CH2:4][C:3]([OH:40])=[O:2])[CH2:6][O:7][C:8]=4[CH:13]=3)[CH:17]=2)[C:27]([CH3:28])=[C:26]([Cl:29])[C:25]=1[O:30][CH2:31][CH2:32][CH2:33][S:34]([CH3:37])(=[O:36])=[O:35]. The reactants are C[O:2][C:3](=[O:40])[CH2:4][C@H:5]1[C:9]2[CH:10]=[CH:11][C:12]([O:14][CH2:15][C:16]3[CH:17]=[C:18]([C:22]4[C:27]([CH3:28])=[C:26]([Cl:29])[C:25]([O:30][CH2:31][CH2:32][CH2:33][S:34]([CH3:37])(=[O:36])=[O:35])=[C:24]([Cl:38])[C:23]=4[CH3:39])[CH:19]=[CH:20][CH:21]=3)=[CH:13][C:8]=2[O:7][CH2:6]1.CO.[OH-].[Na+].C(O)(=O)CC(CC(O)=O)(C(O)=O)O. (8) The reactants are [O:1]=[C:2]1[CH2:6][CH2:5][CH2:4][N:3]1[CH2:7][C:8]1[C:9]([C:22]2[CH:27]=[CH:26][CH:25]=[CH:24][CH:23]=2)=[N:10][C:11]2[C:16]([C:17]=1[C:18]([O:20]C)=[O:19])=[CH:15][CH:14]=[CH:13][CH:12]=2.O[Li].O. The catalyst is CO.C1COCC1.O. The product is [O:1]=[C:2]1[CH2:6][CH2:5][CH2:4][N:3]1[CH2:7][C:8]1[C:9]([C:22]2[CH:27]=[CH:26][CH:25]=[CH:24][CH:23]=2)=[N:10][C:11]2[C:16]([C:17]=1[C:18]([OH:20])=[O:19])=[CH:15][CH:14]=[CH:13][CH:12]=2. The yield is 0.900. (9) The reactants are [CH3:1][C:2]1([CH3:26])[C:6]([C:7]2[CH:8]=[C:9]([CH:14]=[CH:15][C:16]=2[C:17]2[C:22]([F:23])=[CH:21][N:20]=[C:19]([O:24][CH3:25])[CH:18]=2)[C:10](OC)=[O:11])=[CH:5][CH2:4][CH2:3]1.[H-].[H-].[H-].[H-].[Li+].[Al+3]. The catalyst is C1COCC1. The product is [CH3:1][C:2]1([CH3:26])[C:6]([C:7]2[CH:8]=[C:9]([CH2:10][OH:11])[CH:14]=[CH:15][C:16]=2[C:17]2[C:22]([F:23])=[CH:21][N:20]=[C:19]([O:24][CH3:25])[CH:18]=2)=[CH:5][CH2:4][CH2:3]1. The yield is 0.740.